This data is from Catalyst prediction with 721,799 reactions and 888 catalyst types from USPTO. The task is: Predict which catalyst facilitates the given reaction. Reactant: [CH2:1]([N:8]1[CH:16]=[C:15]2[C:10]([CH:11]=[C:12]([C:17]3[CH:18]=[C:19]([CH:27]4[CH2:32]CN[CH2:29][CH2:28]4)[N:20]4[C:25]=3[C:24]([NH2:26])=[N:23][CH:22]=[N:21]4)[CH:13]=[CH:14]2)=[N:9]1)[C:2]1[CH:7]=[CH:6][CH:5]=[CH:4][CH:3]=1.CC(O)=O.C(O[C:40]1(O[Si](C)(C)C)[CH2:42][CH2:41]1)C.[C:48]([BH3-])#[N:49].[Na+].[OH-].[Na+]. Product: [CH2:1]([N:8]1[CH:16]=[C:15]2[C:10]([CH:11]=[C:12]([C:17]3[CH:18]=[C:19]([CH:27]4[CH2:28][CH2:29][CH2:48][N:49]([CH:40]5[CH2:41][CH2:42]5)[CH2:32]4)[N:20]4[C:25]=3[C:24]([NH2:26])=[N:23][CH:22]=[N:21]4)[CH:13]=[CH:14]2)=[N:9]1)[C:2]1[CH:7]=[CH:6][CH:5]=[CH:4][CH:3]=1. The catalyst class is: 5.